Dataset: NCI-60 drug combinations with 297,098 pairs across 59 cell lines. Task: Regression. Given two drug SMILES strings and cell line genomic features, predict the synergy score measuring deviation from expected non-interaction effect. (1) Drug 1: C1=NC2=C(N1)C(=S)N=C(N2)N. Drug 2: C(CC(=O)O)C(=O)CN.Cl. Cell line: LOX IMVI. Synergy scores: CSS=35.3, Synergy_ZIP=-3.13, Synergy_Bliss=-8.75, Synergy_Loewe=-8.27, Synergy_HSA=-6.07. (2) Drug 1: CC12CCC(CC1=CCC3C2CCC4(C3CC=C4C5=CN=CC=C5)C)O. Drug 2: CCCCC(=O)OCC(=O)C1(CC(C2=C(C1)C(=C3C(=C2O)C(=O)C4=C(C3=O)C=CC=C4OC)O)OC5CC(C(C(O5)C)O)NC(=O)C(F)(F)F)O. Cell line: IGROV1. Synergy scores: CSS=2.70, Synergy_ZIP=-2.03, Synergy_Bliss=-2.05, Synergy_Loewe=-1.68, Synergy_HSA=-1.50. (3) Drug 1: C1C(C(OC1N2C=C(C(=O)NC2=O)F)CO)O. Drug 2: CC1CCCC2(C(O2)CC(NC(=O)CC(C(C(=O)C(C1O)C)(C)C)O)C(=CC3=CSC(=N3)C)C)C. Cell line: EKVX. Synergy scores: CSS=11.1, Synergy_ZIP=-3.39, Synergy_Bliss=-5.28, Synergy_Loewe=-9.20, Synergy_HSA=-5.36. (4) Drug 1: CC12CCC3C(C1CCC2O)C(CC4=C3C=CC(=C4)O)CCCCCCCCCS(=O)CCCC(C(F)(F)F)(F)F. Drug 2: C1C(C(OC1N2C=NC3=C2NC=NCC3O)CO)O. Cell line: DU-145. Synergy scores: CSS=-1.05, Synergy_ZIP=4.01, Synergy_Bliss=3.80, Synergy_Loewe=0.326, Synergy_HSA=-0.881. (5) Drug 1: COC1=C(C=C2C(=C1)N=CN=C2NC3=CC(=C(C=C3)F)Cl)OCCCN4CCOCC4. Drug 2: CN(CC1=CN=C2C(=N1)C(=NC(=N2)N)N)C3=CC=C(C=C3)C(=O)NC(CCC(=O)O)C(=O)O. Cell line: A549. Synergy scores: CSS=35.2, Synergy_ZIP=-4.89, Synergy_Bliss=-7.85, Synergy_Loewe=-3.98, Synergy_HSA=-1.49.